From a dataset of Full USPTO retrosynthesis dataset with 1.9M reactions from patents (1976-2016). Predict the reactants needed to synthesize the given product. (1) Given the product [NH:10]1[C:11]2[C:16](=[CH:15][CH:14]=[CH:13][CH:12]=2)[C:8]([N:2]2[CH2:7][CH2:6][N:5]([CH2:18][CH2:19][C:20]3[CH:21]=[C:22]4[C:27](=[CH:28][CH:29]=3)[NH:26][C:25](=[O:30])[CH:24]([CH3:31])[CH2:23]4)[CH2:4][CH2:3]2)=[N:9]1, predict the reactants needed to synthesize it. The reactants are: Cl.[N:2]1([C:8]2[C:16]3[C:11](=[CH:12][CH:13]=[CH:14][CH:15]=3)[NH:10][N:9]=2)[CH2:7][CH2:6][NH:5][CH2:4][CH2:3]1.Cl[CH2:18][CH2:19][C:20]1[CH:21]=[C:22]2[C:27](=[CH:28][CH:29]=1)[NH:26][C:25](=[O:30])[CH:24]([CH3:31])[CH2:23]2.CO. (2) Given the product [CH3:1][N:2]1[C:10](=[O:11])[C:9]2[NH:8][C:7]([CH2:12][C:13]3[CH:14]=[C:15]([CH:18]=[CH:19][CH:20]=3)[C:16]([O:31][CH2:29][CH3:30])=[O:28])=[N:6][C:5]=2[N:4]([CH3:21])[C:3]1=[O:22], predict the reactants needed to synthesize it. The reactants are: [CH3:1][N:2]1[C:10](=[O:11])[C:9]2[NH:8][C:7]([CH2:12][C:13]3[CH:14]=[C:15]([CH:18]=[CH:19][CH:20]=3)[C:16]#N)=[N:6][C:5]=2[N:4]([CH3:21])[C:3]1=[O:22].S(=O)(=O)(O)O.[OH2:28].[CH2:29]([OH:31])[CH3:30]. (3) Given the product [ClH:37].[NH2:7][CH:8]([C:14]([N:16]1[CH2:20][CH2:19][C:18]([F:21])([F:22])[CH2:17]1)=[O:15])[CH2:9][CH2:10][CH2:11][CH2:12][NH:13][C:35]([C:33]1[N:34]=[C:30]([C:24]2[CH:29]=[CH:28][CH:27]=[CH:26][CH:25]=2)[O:31][C:32]=1[C:38]([F:40])([F:41])[F:39])=[O:36], predict the reactants needed to synthesize it. The reactants are: C(OC(=O)[NH:7][C@H:8]([C:14]([N:16]1[CH2:20][CH2:19][C:18]([F:22])([F:21])[CH2:17]1)=[O:15])[CH2:9][CH2:10][CH2:11][CH2:12][NH2:13])(C)(C)C.[C:24]1([C:30]2[O:31][C:32]([C:38]([F:41])([F:40])[F:39])=[C:33]([C:35]([Cl:37])=[O:36])[N:34]=2)[CH:29]=[CH:28][CH:27]=[CH:26][CH:25]=1.